From a dataset of Full USPTO retrosynthesis dataset with 1.9M reactions from patents (1976-2016). Predict the reactants needed to synthesize the given product. (1) Given the product [Br:24][C:13]1[CH:14]=[C:15]2[C:5]3([CH2:6][CH2:7][N:2]([CH3:1])[CH2:3][CH2:4]3)[C:8](=[O:16])[NH:9][C:10]2=[CH:11][CH:12]=1, predict the reactants needed to synthesize it. The reactants are: [CH3:1][N:2]1[CH2:7][CH2:6][C:5]2([C:15]3[C:10](=[CH:11][CH:12]=[CH:13][CH:14]=3)[NH:9][C:8]2=[O:16])[CH2:4][CH2:3]1.C1C(=O)N([Br:24])C(=O)C1. (2) The reactants are: C([C:5]1[CH:10]=[C:9]([CH3:11])[C:8]([CH2:12][C:13]([OH:15])=[O:14])=[C:7]([CH3:16])[CH:6]=1)(C)(C)C.C1(C)C=CC=CC=1. Given the product [CH3:11][C:9]1[CH:10]=[CH:5][CH:6]=[C:7]([CH3:16])[C:8]=1[CH2:12][C:13]([OH:15])=[O:14], predict the reactants needed to synthesize it. (3) The reactants are: [NH:1]1[C:5]2[CH:6]=[CH:7][C:8]([CH:10]=O)=[CH:9][C:4]=2[N:3]=[CH:2]1.[NH2:12][OH:13].O.O.O.C([O-])(=O)C.[Na+].C(OCC)(=O)C. Given the product [NH:1]1[C:5]2[CH:6]=[CH:7][C:8]([CH:10]=[N:12][OH:13])=[CH:9][C:4]=2[N:3]=[CH:2]1, predict the reactants needed to synthesize it.